Dataset: Peptide-MHC class I binding affinity with 185,985 pairs from IEDB/IMGT. Task: Regression. Given a peptide amino acid sequence and an MHC pseudo amino acid sequence, predict their binding affinity value. This is MHC class I binding data. (1) The binding affinity (normalized) is 0.911. The peptide sequence is RARNRVSTV. The MHC is HLA-B07:02 with pseudo-sequence HLA-B07:02. (2) The peptide sequence is ILLLCLIFL. The MHC is HLA-A02:06 with pseudo-sequence HLA-A02:06. The binding affinity (normalized) is 0.540.